Dataset: Forward reaction prediction with 1.9M reactions from USPTO patents (1976-2016). Task: Predict the product of the given reaction. Given the reactants [NH:1](C(OCC1C2C(=CC=CC=2)C2C1=CC=CC=2)=O)[C@H:2]([C:5]([C:7]([O:9][CH2:10][C:11]1[CH:16]=[CH:15][CH:14]=[CH:13][CH:12]=1)=[O:8])=[O:6])[CH2:3][NH2:4].C(NCC)C, predict the reaction product. The product is: [NH2:1][C@H:2]([C:5]([C:7]([O:9][CH2:10][C:11]1[CH:16]=[CH:15][CH:14]=[CH:13][CH:12]=1)=[O:8])=[O:6])[CH2:3][NH2:4].